This data is from Forward reaction prediction with 1.9M reactions from USPTO patents (1976-2016). The task is: Predict the product of the given reaction. (1) Given the reactants [Br:1][C:2]1[CH:20]=[C:19]([F:21])[C:5]([CH2:6][NH:7][C:8]2[CH:13]=[C:12]([O:14][CH3:15])[CH:11]=[CH:10][C:9]=2[N+:16]([O-])=O)=[C:4]([F:22])[CH:3]=1.C([O-])(O)=O.[Na+], predict the reaction product. The product is: [Br:1][C:2]1[CH:20]=[C:19]([F:21])[C:5]([CH2:6][NH:7][C:8]2[C:9]([NH2:16])=[CH:10][CH:11]=[C:12]([O:14][CH3:15])[CH:13]=2)=[C:4]([F:22])[CH:3]=1. (2) The product is: [I:14][C:6]1[CH:7]=[C:2]([CH3:1])[C:3]([NH2:8])=[N:4][CH:5]=1. Given the reactants [CH3:1][C:2]1[C:3]([NH2:8])=[N:4][CH:5]=[CH:6][CH:7]=1.S(=O)(=O)(O)O.[I:14](O)(=O)(=O)=O.II.[O-]S([O-])(=S)=O.[Na+].[Na+], predict the reaction product. (3) Given the reactants [I-:1].[Na+].Cl[CH2:4][CH2:5][CH2:6][C:7]([C:9]1[CH:14]=[CH:13][C:12]([F:15])=[CH:11][CH:10]=1)=[O:8], predict the reaction product. The product is: [F:15][C:12]1[CH:13]=[CH:14][C:9]([C:7](=[O:8])[CH2:6][CH2:5][CH2:4][I:1])=[CH:10][CH:11]=1. (4) Given the reactants [NH4+].[Cl-].C(O)C.C1COCC1.O.[NH2:12][C:13]1[C:22]([N+:23]([O-])=O)=[C:21]2[C:16]([C:17](=[O:43])[CH:18]=[C:19]([C:26]3[CH:31]=[C:30]([F:32])[C:29]([N:33]([CH2:35][C:36]4[CH:41]=[CH:40][CH:39]=[CH:38][CH:37]=4)[CH3:34])=[C:28]([F:42])[CH:27]=3)[O:20]2)=[CH:15][CH:14]=1, predict the reaction product. The product is: [NH2:12][C:13]1[C:22]([NH2:23])=[C:21]2[C:16]([C:17](=[O:43])[CH:18]=[C:19]([C:26]3[CH:27]=[C:28]([F:42])[C:29]([N:33]([CH2:35][C:36]4[CH:37]=[CH:38][CH:39]=[CH:40][CH:41]=4)[CH3:34])=[C:30]([F:32])[CH:31]=3)[O:20]2)=[CH:15][CH:14]=1.[NH2:12][C:13]1[C:22]([NH2:23])=[C:21]2[C:16]([C:17](=[O:43])[CH:18]=[C:19]([C:26]3[CH:31]=[CH:30][CH:29]=[CH:28][CH:27]=3)[O:20]2)=[CH:15][CH:14]=1. (5) The product is: [ClH:20].[OH:30][CH2:31][C@@H:32]1[CH2:36][CH2:35][CH2:34][N:33]1[CH2:19][CH2:18][O:17][C:14]1[CH:15]=[C:16]2[C:11](=[CH:12][CH:13]=1)[O:10][C:9]([C:21]1[N:26]=[CH:25][N:24]3[CH:27]=[CH:28][CH:29]=[C:23]3[CH:22]=1)=[CH:8][C:7]2=[N:6][OH:5]. Given the reactants C([O:5][N:6]=[C:7]1[C:16]2[C:11](=[CH:12][CH:13]=[C:14]([O:17][CH2:18][CH2:19][Cl:20])[CH:15]=2)[O:10][C:9]([C:21]2[N:26]=[CH:25][N:24]3[CH:27]=[CH:28][CH:29]=[C:23]3[CH:22]=2)=[CH:8]1)(C)(C)C.[OH:30][CH2:31][C@@H:32]1[CH2:36][CH2:35][CH2:34][NH:33]1, predict the reaction product. (6) Given the reactants [C:1]([C:3]1[CH:8]=[CH:7][C:6]([C:9]2[CH:10]=[N:11][N:12]3[CH:17]=[CH:16][C:15]([C:18]4[CH:26]=[CH:25][C:21]([C:22]([OH:24])=O)=[CH:20][CH:19]=4)=[N:14][C:13]=23)=[CH:5][CH:4]=1)#[N:2].CN1CCOCC1.CN(C(ON1N=NC2C=CC=NC1=2)=[N+](C)C)C.F[P-](F)(F)(F)(F)F.[CH3:58][N:59]([CH3:66])[CH:60]1[CH2:65][CH2:64][NH:63][CH2:62][CH2:61]1, predict the reaction product. The product is: [CH3:58][N:59]([CH3:66])[CH:60]1[CH2:65][CH2:64][N:63]([C:22]([C:21]2[CH:25]=[CH:26][C:18]([C:15]3[CH:16]=[CH:17][N:12]4[N:11]=[CH:10][C:9]([C:6]5[CH:5]=[CH:4][C:3]([C:1]#[N:2])=[CH:8][CH:7]=5)=[C:13]4[N:14]=3)=[CH:19][CH:20]=2)=[O:24])[CH2:62][CH2:61]1. (7) Given the reactants [NH:1]1[C:9]2[C:4](=[CH:5][CH:6]=[CH:7][CH:8]=2)[C:3]([CH2:10][CH2:11][C:12]([O:14][CH3:15])=[O:13])=[CH:2]1.[CH3:16][C:17]([O:20][C:21](O[C:21]([O:20][C:17]([CH3:19])([CH3:18])[CH3:16])=[O:22])=[O:22])([CH3:19])[CH3:18], predict the reaction product. The product is: [CH3:15][O:14][C:12](=[O:13])[CH2:11][CH2:10][C:3]1[C:4]2[C:9](=[CH:8][CH:7]=[CH:6][CH:5]=2)[N:1]([C:21]([O:20][C:17]([CH3:19])([CH3:18])[CH3:16])=[O:22])[CH:2]=1. (8) Given the reactants C(OC(=O)[C:7]1[CH:12]=[CH:11][CH:10]=[C:9]([C:13]2[C:18]([CH3:19])=[CH:17][CH:16]=[CH:15][N:14]=2)[CH:8]=1)CCC.NC(N)=O.[OH:25]O.[C:27]1(=O)OC(=O)[C:29]2=CC=C[CH:36]=[C:28]12.[O-]S([O-])=O.[Na+].[Na+].[C:44]([O-:47])([O-])=[O:45].[Na+].[Na+], predict the reaction product. The product is: [C:28]([O:47][C:44]([C:11]1[CH:10]=[C:9]([C:13]2[C:18]([CH3:19])=[CH:17][CH:16]=[CH:15][N+:14]=2[O-:25])[CH:8]=[CH:7][CH:12]=1)=[O:45])([CH3:29])([CH3:36])[CH3:27]. (9) Given the reactants [N:1]1[CH:6]=[CH:5][CH:4]=[CH:3][C:2]=1[C:7]([OH:9])=O.[Br-].[Na+].[CH3:12][OH:13].S(Cl)([Cl:16])=O, predict the reaction product. The product is: [CH3:12][O:13][C:7](=[O:9])[C:2]1[CH:3]=[C:4]([Cl:16])[CH:5]=[CH:6][N:1]=1. (10) Given the reactants [C:1]([O:5][C:6]([N:8]1[CH2:13][CH2:12][CH:11]([C:14]2[C:18]3[CH:19]=[CH:20][C:21]([F:23])=[CH:22][C:17]=3[O:16][N:15]=2)[CH2:10][CH2:9]1)=[O:7])([CH3:4])([CH3:3])[CH3:2].C([N-]C(C)C)(C)C.[Li+].C[O:33]B(OC)OC.OO, predict the reaction product. The product is: [C:1]([O:5][C:6]([N:8]1[CH2:13][CH2:12][CH:11]([C:14]2[C:18]3[CH:19]=[CH:20][C:21]([F:23])=[C:22]([OH:33])[C:17]=3[O:16][N:15]=2)[CH2:10][CH2:9]1)=[O:7])([CH3:4])([CH3:2])[CH3:3].